This data is from Experimentally validated miRNA-target interactions with 360,000+ pairs, plus equal number of negative samples. The task is: Binary Classification. Given a miRNA mature sequence and a target amino acid sequence, predict their likelihood of interaction. (1) The miRNA is rno-miR-455-5p with sequence UAUGUGCCUUUGGACUACAUCG. The protein sequence of the target gene is MWELRSIAFSRAVFAEFLATLLFVFFGLGSALNWPQALPSVLQIAMAFGLGIGTLVQALGHISGAHINPAVTVACLVGCHVSVLRAAFYVAAQLLGAVAGAALLHEITPADIRGDLAVNALSNSTTAGQAVTVELFLTLQLVLCIFASTDERRGENPGTPALSIGFSVALGHLLGIHYTGCSMNPARSLAPAVVTGKFDDHWVFWIGPLVGAILGSLLYNYVLFPPAKSLSERLAVLKGLEPDTDWEEREVRRRQSVELHSPQSLPRGTKA. Result: 0 (no interaction). (2) The miRNA is mmu-miR-137-3p with sequence UUAUUGCUUAAGAAUACGCGUAG. The protein sequence of the target gene is MSGARTAPALFFLGCSALALGVSSASQEHREAEYYVAAVYEHPSVLSPNPLELVSRQEALELMKQNLDVYEQQVMAAAQKGVQIIVFPEDGIHGFNFTRTSIYPFLDFMPSPKLVRWNPCLEPFRFNDTEVLQRLSCMAIKGGMFLVANLGTKQPCLSSDPGCPQDGRYQFNTNVVFSDNGTLVDRYRKHNLYFEAAFDTPANVDLITFDTPFAGKFGVFTCFDILFFDPAVRLLRDFEVKHIVYPTAWMNQLPLLAAIEIQKAFATAFGVNVLAANIHHPTLGMTGSGIHTPLKSFWYH.... Result: 0 (no interaction). (3) The miRNA is rno-let-7d-3p with sequence CUAUACGACCUGCUGCCUUUCU. The protein sequence of the target gene is MAETVSSAARDAPSREGWTDSDSPEQEEVGDDAELLQCQLQLGTPREMENAELVAEVEAVAAGWMLDFLCLSLCRAFRDGRSEDFRRTRDSAEAIIHGLHRLTAYQLKTVYICQFLTRVASGKALDAQFEVDERITPLESALMIWNSIEKEHDKLHDEIKNLIKIQAVAVCMEIGSFKEAEEVFERIFGDPEFYTPLERKLLKIISQKDVFHSLFQHFSYSCMMEKIQSYVGDVLSEKSSTFLMKAATKVVENEKARTQASKDRPDATNTGMDTEVGLNKEKSVNGQQSTETEPLVDTVS.... Result: 0 (no interaction). (4) The miRNA is hsa-miR-4433b-3p with sequence CAGGAGUGGGGGGUGGGACGU. The protein sequence of the target gene is MGGEAGADGPRGRVKSLGLVFEDESKGCYSSGETVAGHVLLEAAEPVALRGLRLEAQGRATSAWGPSAGARVCIGGGSPAASSEVEYLNLRLSLLEAPAGEGVTLLQPGKHEFPFRFQLPSEPLATSFTGKYGSIQYCVRAVLERPQVPDQSVRRELQVVSHVDVNTPPLLTPMLKTQEKMVGCWLFTSGPVSLSVKIERKGYCNGEAIPIYAEIENCSSRLVVPKAAIFQTQTYLASGKTKTVRHMVANVRGNHIGSGSTDTWNGKMLKIPPVTPSILDCCIIRVDYSLAVYIHIPGAK.... Result: 0 (no interaction). (5) Result: 1 (interaction). The protein sequence of the target gene is MSVQVVSAAAAAKVPEVELKDLSPSEAEPQLGLSAAAVGAMVPPAGGGDPEAPAPAPAAERPPAPGPGSGPTAALSPAAGKVPQASAMKRSDPHHQHQRHRDGGEALVSPDGTVTEAPRTVKKQIQFADQKQEFNKRPTKIGRRSLSRSISQSSTDSYSSAASYTDSSDDETSPRDKQQKNSKGSSDFCVKNIKQAEFGRREIEIAEQEMPALMALRKRAQGEKPLAGAKIVGCTHITAQTAVLMETLGALGAQCRWAACNIYSTLNEVAAALAESGFPVFAWKGESEDDFWWCIDRCVN.... The miRNA is mmu-miR-362-5p with sequence AAUCCUUGGAACCUAGGUGUGAAU. (6) The miRNA is mmu-miR-3095-5p with sequence AAGCUUUCUCAUCUGUGACACU. The protein sequence of the target gene is MENQKENLFSEPHKRGLMKSPLHPSSKANMVLAEIQPDLGPLTTPTKPKEVSQGEPWTPTANLKMLISAVSPEIRSRDQKRGLSDNRSALPEARDCLHEHLSGDEFEKSQPSRKEKSLGLLCHKFLARYPKYPNPAVNNDICLDEVAEELNVERRRIYDIVNVLESLHMVSRLAKNRYTWHGRHNLTKTLGTLKSVGEENKYAEQIMMIKRKEYEQEFDFIKSCGIEDHVIKSHTGQNGHSDMCFVELPGVEFRAASVNSRKDKSLRVMSQKFVMLFLVSTPQIVSLEIAAKILIGEDHV.... Result: 0 (no interaction).